From a dataset of Forward reaction prediction with 1.9M reactions from USPTO patents (1976-2016). Predict the product of the given reaction. (1) Given the reactants C(OC(=O)[NH:7][CH2:8][C:9]1[CH:14]=[CH:13][CH:12]=[C:11]([C@@H:15]([OH:36])[C@H:16]([O:32][CH:33]([CH3:35])[CH3:34])[C:17]([N:19]2[C@@H:23]([CH2:24][C:25]3[CH:30]=[CH:29][CH:28]=[CH:27][CH:26]=3)[CH2:22][O:21][C:20]2=[O:31])=[O:18])[CH:10]=1)(C)(C)C.[CH3:38][S:39](Cl)(=[O:41])=[O:40], predict the reaction product. The product is: [NH2:7][CH2:8][C:9]1[CH:10]=[C:11]([C@@H:15]([O:36][S:39]([CH3:38])(=[O:41])=[O:40])[C@H:16]([O:32][CH:33]([CH3:35])[CH3:34])[C:17]([N:19]2[C@@H:23]([CH2:24][C:25]3[CH:30]=[CH:29][CH:28]=[CH:27][CH:26]=3)[CH2:22][O:21][C:20]2=[O:31])=[O:18])[CH:12]=[CH:13][CH:14]=1. (2) Given the reactants [OH:1][N:2]=[C:3](Cl)[C:4]1[CH:9]=[CH:8][CH:7]=[N:6][CH:5]=1.[C:11]([C:13]1[CH:18]=[CH:17][C:16]([F:19])=[C:15]([CH3:20])[CH:14]=1)#[CH:12].N, predict the reaction product. The product is: [F:19][C:16]1[CH:17]=[CH:18][C:13]([C:11]2[O:1][N:2]=[C:3]([C:4]3[CH:5]=[N:6][CH:7]=[CH:8][CH:9]=3)[CH:12]=2)=[CH:14][C:15]=1[CH3:20]. (3) Given the reactants [CH3:1][O:2][C:3]1[CH:4]=[C:5]2[C:10](=[CH:11][C:12]=1[O:13][CH2:14][C@H:15]1[CH2:17][O:16]1)[N:9]=[CH:8][N:7]=[C:6]2[O:18][C:19]1[CH:20]=[C:21]2[C:25](=[CH:26][CH:27]=1)[NH:24][C:23]([CH3:28])=[CH:22]2.[CH3:29][N:30]1[CH2:35][CH2:34][NH:33][CH2:32][CH2:31]1, predict the reaction product. The product is: [OH:16][C@H:15]([CH2:17][N:33]1[CH2:34][CH2:35][N:30]([CH3:29])[CH2:31][CH2:32]1)[CH2:14][O:13][C:12]1[CH:11]=[C:10]2[C:5]([C:6]([O:18][C:19]3[CH:20]=[C:21]4[C:25](=[CH:26][CH:27]=3)[NH:24][C:23]([CH3:28])=[CH:22]4)=[N:7][CH:8]=[N:9]2)=[CH:4][C:3]=1[O:2][CH3:1]. (4) Given the reactants Br[C:2]1[CH:3]=[C:4]2[C:9](=[CH:10][CH:11]=1)[N:8]=[CH:7][C:6]([C:12]([CH:14]1[CH2:16][CH2:15]1)=[O:13])=[C:5]2[NH:17][CH:18]1[CH2:23][CH2:22][CH:21]([N:24]2[CH2:28][CH2:27][CH:26]([O:29][CH3:30])[CH2:25]2)[CH2:20][CH2:19]1.[Cl:31][C:32]1[CH:37]=[C:36](B2OC(C)(C)C(C)(C)O2)[CH:35]=[C:34]([Cl:47])[C:33]=1[OH:48], predict the reaction product. The product is: [CH:14]1([C:12]([C:6]2[CH:7]=[N:8][C:9]3[C:4]([C:5]=2[NH:17][CH:18]2[CH2:23][CH2:22][CH:21]([N:24]4[CH2:28][CH2:27][CH:26]([O:29][CH3:30])[CH2:25]4)[CH2:20][CH2:19]2)=[CH:3][C:2]([C:36]2[CH:37]=[C:32]([Cl:31])[C:33]([OH:48])=[C:34]([Cl:47])[CH:35]=2)=[CH:11][CH:10]=3)=[O:13])[CH2:15][CH2:16]1. (5) Given the reactants [Cl:1][C:2]1[N:7]=[CH:6][C:5]([C:8]2(O)[CH2:12][CH2:11][CH2:10][CH2:9]2)=[CH:4][CH:3]=1.S(=O)(=O)(O)O.[OH-].[Na+], predict the reaction product. The product is: [Cl:1][C:2]1[CH:3]=[CH:4][C:5]([C:8]2[CH2:12][CH2:11][CH2:10][CH:9]=2)=[CH:6][N:7]=1. (6) Given the reactants C(OC(O[C:4]([CH3:7])([CH3:6])[CH3:5])=O)(O[C:4]([CH3:7])([CH3:6])[CH3:5])=O.[Br:16][C:17]1[C:18]([F:26])=[C:19]([CH:23]=[CH:24][CH:25]=1)[C:20]([OH:22])=[O:21], predict the reaction product. The product is: [C:4]([C:25]1[CH:24]=[CH:23][C:19]([C:20]([OH:22])=[O:21])=[C:18]([F:26])[C:17]=1[Br:16])([CH3:7])([CH3:6])[CH3:5]. (7) Given the reactants [Cl:1][C:2]1[CH:7]=[CH:6][C:5]([CH:8](O)[C:9]2[C:10]([C:18]([O:20][CH2:21][CH3:22])=[O:19])=[N:11][N:12]([CH:15]3[CH2:17][CH2:16]3)[C:13]=2[CH3:14])=[CH:4][CH:3]=1.[NH2:24][C:25]1[CH:26]=[C:27]([Cl:33])[C:28](=[O:32])[N:29]([CH3:31])[CH:30]=1, predict the reaction product. The product is: [Cl:33][C:27]1[C:28](=[O:32])[N:29]([CH3:31])[CH:30]=[C:25]([NH:24][CH:8]([C:5]2[CH:6]=[CH:7][C:2]([Cl:1])=[CH:3][CH:4]=2)[C:9]2[C:10]([C:18]([O:20][CH2:21][CH3:22])=[O:19])=[N:11][N:12]([CH:15]3[CH2:17][CH2:16]3)[C:13]=2[CH3:14])[CH:26]=1. (8) Given the reactants [Cl:1][C:2]1[CH:3]=[C:4]([CH:19]=[CH:20][C:21]=1[Cl:22])[CH2:5][N:6]1[C:17](=[O:18])[N:9]2[CH:10]=[C:11]([C:14](O)=[O:15])[CH:12]=[CH:13][C:8]2=[N:7]1.[CH:23]1[CH:24]=[CH:25][C:26]2N(O)N=[N:29][C:27]=2[CH:28]=1.CCN=C=NCCCN(C)C.Cl.C(N(CC)CC)C.C(N)CCCCC, predict the reaction product. The product is: [Cl:1][C:2]1[CH:3]=[C:4]([CH:19]=[CH:20][C:21]=1[Cl:22])[CH2:5][N:6]1[C:17](=[O:18])[N:9]2[CH:10]=[C:11]([C:14]([NH:29][CH2:27][CH2:26][CH2:25][CH2:24][CH2:23][CH3:28])=[O:15])[CH:12]=[CH:13][C:8]2=[N:7]1. (9) Given the reactants Cl[C:2]1[C:7]([C:8]([NH:10][C:11]2[CH:16]=[CH:15][C:14]([O:17][CH2:18][CH3:19])=[CH:13][CH:12]=2)=[O:9])=[CH:6][CH:5]=[CH:4][N:3]=1.[Cl:20]C1N=CC=CC=1C(Cl)=O.ClC1C(C(Cl)=O)=CN=CC=1, predict the reaction product. The product is: [Cl:20][C:6]1[CH:5]=[CH:4][N:3]=[CH:2][C:7]=1[C:8]([NH:10][C:11]1[CH:16]=[CH:15][C:14]([O:17][CH2:18][CH3:19])=[CH:13][CH:12]=1)=[O:9]. (10) Given the reactants [NH2:1][C:2]1[S:6][C:5]([C:7]2[C:12]([F:13])=[CH:11][CH:10]=[CH:9][C:8]=2[F:14])=[N:4][C:3]=1[C:15]([NH:17][C:18]1[CH:19]=[N:20][N:21]([CH3:34])[C:22]=1[N:23]1[CH2:32][C:28]2(OC[CH2:29]2)[CH2:27][CH:26]([NH2:33])[CH2:25][CH2:24]1)=[O:16].C=C1CN(C2N(C)N=CC=2[N+]([O-])=O)CC[C@H](NC(=O)OC(C)(C)C)C1, predict the reaction product. The product is: [NH2:1][C:2]1[S:6][C:5]([C:7]2[C:8]([F:14])=[CH:9][CH:10]=[CH:11][C:12]=2[F:13])=[N:4][C:3]=1[C:15]([NH:17][C:18]1[CH:19]=[N:20][N:21]([CH3:34])[C:22]=1[N:23]1[CH2:24][CH2:25][C@H:26]([NH2:33])[CH2:27][C:28](=[CH2:29])[CH2:32]1)=[O:16].